From a dataset of Full USPTO retrosynthesis dataset with 1.9M reactions from patents (1976-2016). Predict the reactants needed to synthesize the given product. (1) Given the product [Cl:2][C:3]1[N:4]=[CH:5][C:6]2[CH2:11][N:24]([CH2:23][C:16]3[CH:17]=[CH:18][C:19]([O:21][CH3:22])=[CH:20][C:15]=3[O:14][CH3:13])[CH2:9][C:7]=2[CH:8]=1, predict the reactants needed to synthesize it. The reactants are: Cl.[Cl:2][C:3]1[CH:8]=[C:7]([CH2:9]Cl)[C:6]([CH2:11]Cl)=[CH:5][N:4]=1.[CH3:13][O:14][C:15]1[CH:20]=[C:19]([O:21][CH3:22])[CH:18]=[CH:17][C:16]=1[CH2:23][NH2:24].CCN(C(C)C)C(C)C. (2) The reactants are: Cl[C:2]1[N:13]=[CH:12][CH:11]=[CH:10][C:3]=1[C:4]([NH:6][CH2:7][C:8]#[CH:9])=[O:5].[CH3:14][O:15][C:16]1[CH:17]=[C:18]([CH:20]=[C:21]([O:23][CH3:24])[CH:22]=1)[NH2:19]. Given the product [CH3:24][O:23][C:21]1[CH:20]=[C:18]([NH:19][C:2]2[N:13]=[CH:12][CH:11]=[CH:10][C:3]=2[C:4]([NH:6][CH2:7][C:8]#[CH:9])=[O:5])[CH:17]=[C:16]([O:15][CH3:14])[CH:22]=1, predict the reactants needed to synthesize it. (3) Given the product [C:13]([O:17][C:18](=[O:27])[NH:19][C@H:20]1[CH2:21][CH2:22][C@@H:23]([O:26][C:11]2[C:2]([Cl:1])=[C:3]3[C:8](=[CH:9][CH:10]=2)[CH:7]=[N:6][CH:5]=[CH:4]3)[CH2:24][CH2:25]1)([CH3:16])([CH3:14])[CH3:15], predict the reactants needed to synthesize it. The reactants are: [Cl:1][C:2]1[C:11](F)=[CH:10][CH:9]=[C:8]2[C:3]=1[CH:4]=[CH:5][N:6]=[CH:7]2.[C:13]([O:17][C:18](=[O:27])[NH:19][C@H:20]1[CH2:25][CH2:24][C@@H:23]([OH:26])[CH2:22][CH2:21]1)([CH3:16])([CH3:15])[CH3:14].